From a dataset of Full USPTO retrosynthesis dataset with 1.9M reactions from patents (1976-2016). Predict the reactants needed to synthesize the given product. Given the product [N:12]1([CH2:17][CH2:18][NH:19][C:20]([C:22]2[C:26]([CH3:27])=[C:25]([CH:28]=[C:5]3[C:4]4[C:8](=[CH:9][CH:10]=[C:2]([F:1])[CH:3]=4)[NH:7][C:6]3=[O:11])[NH:24][C:23]=2[CH3:30])=[O:21])[CH2:16][CH2:15][CH2:14][CH2:13]1, predict the reactants needed to synthesize it. The reactants are: [F:1][C:2]1[CH:3]=[C:4]2[C:8](=[CH:9][CH:10]=1)[NH:7][C:6](=[O:11])[CH2:5]2.[N:12]1([CH2:17][CH2:18][NH:19][C:20]([C:22]2[C:26]([CH3:27])=[C:25]([CH:28]=O)[NH:24][C:23]=2[CH3:30])=[O:21])[CH2:16][CH2:15][CH2:14][CH2:13]1.